Predict the reaction yield, written as a fraction of the theoretical maximum amount of product (1.0 means a 100% yield; for example, 0.34 means a 34% yield). From a dataset of Reaction yield outcomes from USPTO patents with 853,638 reactions. (1) The product is [CH3:20][N:21]([CH3:23])[NH:22][C:41](=[O:42])[C:38]1[CH:37]=[CH:36][C:35]([CH:34]([S:31]([C:28]2[CH:29]=[CH:30][C:25]([Cl:24])=[CH:26][CH:27]=2)(=[O:32])=[O:33])[C:44]2[CH:49]=[C:48]([F:50])[CH:47]=[CH:46][C:45]=2[F:51])=[N:40][CH:39]=1. The yield is 0.680. The catalyst is CN(C)C1C=CN=CC=1.ClCCl.CO. The reactants are C(N(CC)CC)C.Cl.C(N=C=NCCCN(C)C)C.[CH3:20][N:21]([CH3:23])[NH2:22].[Cl:24][C:25]1[CH:30]=[CH:29][C:28]([S:31]([CH:34]([C:44]2[CH:49]=[C:48]([F:50])[CH:47]=[CH:46][C:45]=2[F:51])[C:35]2[N:40]=[CH:39][C:38]([C:41](O)=[O:42])=[CH:37][CH:36]=2)(=[O:33])=[O:32])=[CH:27][CH:26]=1. (2) The reactants are C([O:3][C:4](=[O:33])[CH2:5][CH2:6][C:7]1[N:8]([C:23]2[CH:28]=[CH:27][C:26]([C:29](=[O:31])[NH2:30])=[CH:25][C:24]=2[CH3:32])[C:9]([C:12]2[CH:17]=[CH:16][C:15]([C:18]3[N:19]=[N:20][NH:21][N:22]=3)=[CH:14][CH:13]=2)=[CH:10][CH:11]=1)C.[OH-].[Li+]. The catalyst is CO.C1COCC1. The product is [N:22]1[NH:21][N:20]=[N:19][C:18]=1[C:15]1[CH:16]=[CH:17][C:12]([C:9]2[N:8]([C:23]3[CH:28]=[CH:27][C:26]([C:29](=[O:31])[NH2:30])=[CH:25][C:24]=3[CH3:32])[C:7]([CH2:6][CH2:5][C:4]([OH:33])=[O:3])=[CH:11][CH:10]=2)=[CH:13][CH:14]=1. The yield is 0.950.